Dataset: Reaction yield outcomes from USPTO patents with 853,638 reactions. Task: Predict the reaction yield, written as a fraction of the theoretical maximum amount of product (1.0 means a 100% yield; for example, 0.34 means a 34% yield). (1) The reactants are [C:1]([O:5][C:6]([N:8]1[C@@H:12]([CH2:13][CH2:14][C:15]2[CH:20]=[CH:19][C:18]([NH2:21])=[CH:17][CH:16]=2)[CH2:11][O:10][C:9]1([CH3:23])[CH3:22])=[O:7])([CH3:4])([CH3:3])[CH3:2].CN1CCOCC1.CN(C(ON1N=NC2C=CC=CC1=2)=[N+](C)C)C.[B-](F)(F)(F)F.[Cl:53][C:54]1[CH:55]=[CH:56][C:57]([C:60](O)=[O:61])=[N:58][CH:59]=1. The catalyst is C1COCC1. The product is [C:1]([O:5][C:6]([N:8]1[C@@H:12]([CH2:13][CH2:14][C:15]2[CH:16]=[CH:17][C:18]([NH:21][C:60]([C:57]3[CH:56]=[CH:55][C:54]([Cl:53])=[CH:59][N:58]=3)=[O:61])=[CH:19][CH:20]=2)[CH2:11][O:10][C:9]1([CH3:23])[CH3:22])=[O:7])([CH3:4])([CH3:2])[CH3:3]. The yield is 0.910. (2) The reactants are [PH4+].[CH3:2]C([O-])(C)C.[K+].[Cl:8][C:9]1[CH:16]=[C:15]([O:17][CH3:18])[CH:14]=[CH:13][C:10]=1[CH:11]=O. The catalyst is C1COCC1.C([O-])(O)=O.[Na+]. The product is [Cl:8][C:9]1[CH:16]=[C:15]([O:17][CH3:18])[CH:14]=[CH:13][C:10]=1[CH:11]=[CH2:2]. The yield is 0.530. (3) The yield is 0.200. The product is [CH3:13][C:10]([C@H:14]1[CH2:19][CH2:18][C@H:17]([O:20][C:21]2[C:22]([I:1])=[C:23]3[C:28](=[CH:29][CH:30]=2)[CH:27]=[C:26]([C@:31]2([CH3:37])[CH2:35][O:34][C:33](=[O:36])[NH:32]2)[CH:25]=[CH:24]3)[CH2:16][CH2:15]1)([CH3:9])[CH2:11][CH3:12]. The catalyst is C(Cl)Cl.[Cl-].[Cl-].[Cl-].[Cl-].[Zr+4]. The reactants are [I:1]N1C(=O)CCC1=O.[CH3:9][C:10]([C@H:14]1[CH2:19][CH2:18][C@H:17]([O:20][C:21]2[CH:22]=[C:23]3[C:28](=[CH:29][CH:30]=2)[CH:27]=[C:26]([C@:31]2([CH3:37])[CH2:35][O:34][C:33](=[O:36])[NH:32]2)[CH:25]=[CH:24]3)[CH2:16][CH2:15]1)([CH3:13])[CH2:11][CH3:12].